This data is from Catalyst prediction with 721,799 reactions and 888 catalyst types from USPTO. The task is: Predict which catalyst facilitates the given reaction. (1) Reactant: C(=O)([O-])[O-].[K+].[K+].[CH3:7][O:8][C:9]1[CH:16]=[CH:15][C:12]([C:13]#[N:14])=[CH:11][C:10]=1OCCCN1CCOCC1.Br[CH:28]([CH3:30])[CH3:29]. Product: [CH3:7][O:8][C:9]1[CH:16]=[CH:15][C:12]([C:13]#[N:14])=[CH:11][C:10]=1[CH:28]([CH3:30])[CH3:29]. The catalyst class is: 9. (2) Reactant: Cl.[Cl:2][C:3]1[CH:10]=[C:9]([O:11][CH:12]2[CH2:17][CH2:16][NH:15][CH2:14][CH2:13]2)[CH:8]=[CH:7][C:4]=1[C:5]#[N:6].C(N(CC)CC)C.[CH3:25][C:26]([CH3:28])=O.C(O[BH-](OC(=O)C)OC(=O)C)(=O)C.[Na+]. Product: [Cl:2][C:3]1[CH:10]=[C:9]([O:11][CH:12]2[CH2:17][CH2:16][N:15]([CH:26]([CH3:28])[CH3:25])[CH2:14][CH2:13]2)[CH:8]=[CH:7][C:4]=1[C:5]#[N:6]. The catalyst class is: 2. (3) Reactant: [Cl-].C1([P+](C2C=CC=CC=2)(C2C=CC=CC=2)[CH2:9][C:10]2[CH:15]=[CH:14][N:13]=[CH:12][CH:11]=2)C=CC=CC=1.CC(C)([O-])C.[K+].[N:34]1([C:40]([N:42]2[CH2:47][CH:46]([C:48]3[CH:53]=[CH:52][CH:51]([C:54]([F:57])([F:56])[F:55])[CH2:50][CH:49]=3)[CH2:45][CH:44]([CH:58]=O)[CH2:43]2)=[O:41])[CH2:39][CH2:38][O:37][CH2:36][CH2:35]1.[Cl-].[NH4+]. Product: [N:34]1([C:40]([N:42]2[CH2:47][CH:46]([C:48]3[CH:53]=[CH:52][C:51]([C:54]([F:57])([F:55])[F:56])=[CH:50][CH:49]=3)[CH2:45][CH:44](/[CH:58]=[CH:9]/[C:10]3[CH:11]=[CH:12][N:13]=[CH:14][CH:15]=3)[CH2:43]2)=[O:41])[CH2:39][CH2:38][O:37][CH2:36][CH2:35]1. The catalyst class is: 30. (4) Reactant: Br[C:2]1[C:10]2[CH:9]=[CH:8][S:7][C:6]=2[CH:5]=[CH:4][CH:3]=1.[Mg].II.CON(C)[C:17](=[O:19])[CH3:18].Cl. Product: [S:7]1[CH:8]=[CH:9][C:10]2[C:2]([C:17](=[O:19])[CH3:18])=[CH:3][CH:4]=[CH:5][C:6]1=2. The catalyst class is: 7. (5) Product: [CH3:12][O:11][C:9]1[NH:8][N:7]=[C:6]([C:4]([OH:5])=[O:3])[CH:10]=1. The catalyst class is: 7. Reactant: C([O:3][C:4]([C:6]1[CH:10]=[C:9]([O:11][CH3:12])[NH:8][N:7]=1)=[O:5])C.[OH-].[Na+].Cl. (6) Reactant: [CH3:1][O:2][C:3]1[CH:10]=[CH:9][CH:8]=[CH:7][C:4]=1[CH2:5][NH2:6].[CH3:11][Si:12]([CH2:15]Cl)([CH3:14])[CH3:13]. Product: [CH3:1][O:2][C:3]1[CH:10]=[CH:9][CH:8]=[CH:7][C:4]=1[CH2:5][NH:6][CH2:11][Si:12]([CH3:15])([CH3:14])[CH3:13]. The catalyst class is: 10. (7) Reactant: [Br:1][C:2]1[CH:3]=[C:4]([CH:13]=[CH:14][CH:15]=1)[C:5]([C:7]1[CH:12]=[CH:11][CH:10]=[CH:9][CH:8]=1)=[O:6].[C:16]1([Mg]Br)[CH:21]=[CH:20][CH:19]=[CH:18][CH:17]=1.Cl. Product: [Br:1][C:2]1[CH:3]=[C:4]([C:5]([C:16]2[CH:21]=[CH:20][CH:19]=[CH:18][CH:17]=2)([C:7]2[CH:12]=[CH:11][CH:10]=[CH:9][CH:8]=2)[OH:6])[CH:13]=[CH:14][CH:15]=1. The catalyst class is: 48.